From a dataset of Forward reaction prediction with 1.9M reactions from USPTO patents (1976-2016). Predict the product of the given reaction. (1) Given the reactants ClCCl.C(=O)([O-])[O-].[K+].[K+].Br[C:11]1[N:16]=[C:15]([C:17](=[O:20])[NH:18][CH3:19])[C:14]([NH:21][C:22]2[C:27]([C:28]([F:31])([F:30])[F:29])=[CH:26][N:25]=[C:24]([NH:32][C:33]3[CH:45]=[CH:44][C:36]([CH2:37][P:38](=[O:43])([OH:42])[O:39][CH2:40][CH3:41])=[CH:35][C:34]=3[O:46][CH3:47])[N:23]=2)=[CH:13][CH:12]=1.[CH2:48]([O:55][CH2:56][CH2:57][CH2:58][N:59]1[CH:63]=[C:62](B2OC(C)(C)C(C)(C)O2)[CH:61]=[C:60]1[C:73]([O:75][CH3:76])=[O:74])[C:49]1[CH:54]=[CH:53][CH:52]=[CH:51][CH:50]=1, predict the reaction product. The product is: [CH2:48]([O:55][CH2:56][CH2:57][CH2:58][N:59]1[CH:63]=[C:62]([C:11]2[CH:12]=[CH:13][C:14]([NH:21][C:22]3[C:27]([C:28]([F:31])([F:29])[F:30])=[CH:26][N:25]=[C:24]([NH:32][C:33]4[CH:45]=[CH:44][C:36]([CH2:37][P:38]([O:39][CH2:40][CH3:41])([OH:42])=[O:43])=[CH:35][C:34]=4[O:46][CH3:47])[N:23]=3)=[C:15]([C:17](=[O:20])[NH:18][CH3:19])[N:16]=2)[CH:61]=[C:60]1[C:73]([O:75][CH3:76])=[O:74])[C:49]1[CH:50]=[CH:51][CH:52]=[CH:53][CH:54]=1. (2) Given the reactants CCCCCC.Br[C:8]1[CH:13]=[CH:12][C:11]([O:14][CH:15]2[CH2:20][CH2:19][O:18][CH2:17][CH2:16]2)=[CH:10][CH:9]=1.[CH2:21]([O:28][C@@H:29]1[C@@H:35]([O:36][CH2:37][C:38]2[CH:43]=[CH:42][CH:41]=[CH:40][CH:39]=2)[C@H:34]([O:44][CH2:45][C:46]2[CH:51]=[CH:50][CH:49]=[CH:48][CH:47]=2)[C@@H:33]([CH2:52][O:53][CH2:54][C:55]2[CH:60]=[CH:59][CH:58]=[CH:57][CH:56]=2)[S:32][C:30]1([C:61]1[CH:66]=[CH:65][CH:64]=[C:63]([CH:67]=[O:68])[CH:62]=1)[OH:31])[C:22]1[CH:27]=[CH:26][CH:25]=[CH:24][CH:23]=1.[Cl-].[NH4+], predict the reaction product. The product is: [CH2:21]([O:28][C@@H:29]1[C@@H:35]([O:36][CH2:37][C:38]2[CH:39]=[CH:40][CH:41]=[CH:42][CH:43]=2)[C@H:34]([O:44][CH2:45][C:46]2[CH:51]=[CH:50][CH:49]=[CH:48][CH:47]=2)[C@@H:33]([CH2:52][O:53][CH2:54][C:55]2[CH:56]=[CH:57][CH:58]=[CH:59][CH:60]=2)[S:32][C:30]1([C:61]1[CH:66]=[CH:65][CH:64]=[C:63]([CH:67]([C:8]2[CH:13]=[CH:12][C:11]([O:14][CH:15]3[CH2:20][CH2:19][O:18][CH2:17][CH2:16]3)=[CH:10][CH:9]=2)[OH:68])[CH:62]=1)[OH:31])[C:22]1[CH:23]=[CH:24][CH:25]=[CH:26][CH:27]=1. (3) Given the reactants COC1C=CC(P2(=S)SP(=S)(C3C=CC(OC)=CC=3)[S:10]2)=CC=1.[F:23][C:24]1[CH:60]=[CH:59][CH:58]=[C:57]([F:61])[C:25]=1[CH2:26][O:27][C:28]1[C:29]2[N:30]([C:35]([C:39]([NH:41][NH:42][C:43](=O)[CH2:44][C:45]([NH:48][C:49](=[O:55])[O:50][C:51]([CH3:54])([CH3:53])[CH3:52])([CH3:47])[CH3:46])=O)=[C:36]([CH3:38])[N:37]=2)[CH:31]=[C:32]([CH3:34])[CH:33]=1, predict the reaction product. The product is: [C:51]([O:50][C:49](=[O:55])[NH:48][C:45]([CH3:47])([CH3:46])[CH2:44][C:43]1[S:10][C:39]([C:35]2[N:30]3[CH:31]=[C:32]([CH3:34])[CH:33]=[C:28]([O:27][CH2:26][C:25]4[C:24]([F:23])=[CH:60][CH:59]=[CH:58][C:57]=4[F:61])[C:29]3=[N:37][C:36]=2[CH3:38])=[N:41][N:42]=1)([CH3:54])([CH3:53])[CH3:52].